This data is from Forward reaction prediction with 1.9M reactions from USPTO patents (1976-2016). The task is: Predict the product of the given reaction. (1) Given the reactants [OH:1][C:2]1[CH:7]=[CH:6][C:5]2[CH:8]3[CH2:13][CH2:12][N:11]([C:14]([O:16][C:17]([CH3:20])([CH3:19])[CH3:18])=[O:15])[CH2:10][CH:9]3[O:21][C:4]=2[CH:3]=1.[CH3:22]OC1C=CC2C3(C)CCN=CC3OC=2C=1, predict the reaction product. The product is: [OH:1][C:2]1[CH:7]=[CH:6][C:5]2[C:8]3([CH3:22])[CH2:13][CH2:12][N:11]([C:14]([O:16][C:17]([CH3:18])([CH3:20])[CH3:19])=[O:15])[CH2:10][CH:9]3[O:21][C:4]=2[CH:3]=1. (2) Given the reactants C[O:2][C:3]1[CH:8]=[CH:7][C:6]([CH2:9][CH2:10][CH2:11][CH2:12][C:13]2[N:14]=[N:15][NH:16][CH:17]=2)=[CH:5][CH:4]=1.Br.[OH-].[Na+], predict the reaction product. The product is: [NH:16]1[CH:17]=[C:13]([CH2:12][CH2:11][CH2:10][CH2:9][C:6]2[CH:5]=[CH:4][C:3]([OH:2])=[CH:8][CH:7]=2)[N:14]=[N:15]1. (3) Given the reactants [Cl:1][C:2]1[CH:7]=[C:6]([Cl:8])[CH:5]=[CH:4][C:3]=1[OH:9].[H-].[Na+].Br[CH:13]([CH3:19])[C:14]([O:16]CC)=[O:15].[Cl-].[NH4+], predict the reaction product. The product is: [Cl:1][C:2]1[CH:7]=[C:6]([Cl:8])[CH:5]=[CH:4][C:3]=1[O:9][CH:13]([CH3:19])[C:14]([OH:16])=[O:15]. (4) Given the reactants [CH:10]1(N=C=N[CH:10]2[CH2:15][CH2:14][CH2:13][CH2:12][CH2:11]2)[CH2:15][CH2:14][CH2:13][CH2:12][CH2:11]1.[NH:16]1[C:24]2[C:19](=[N:20][CH:21]=[CH:22][CH:23]=2)[C:18]([NH:25][CH2:26][C:27]([O:29][CH2:30][CH3:31])=[O:28])=[CH:17]1.[CH2:32]([O:39][C:40]([N:42]1[CH2:46][CH2:45][CH2:44][CH:43]1[C:47]([OH:49])=O)=[O:41])[C:33]1[CH:38]=[CH:37][CH:36]=[CH:35][CH:34]=1, predict the reaction product. The product is: [CH2:32]([O:39][C:40]([N:42]1[CH2:46][CH2:45][CH2:44][CH:43]1[C:47]([N:25]([C:18]1[C:19]2=[N:20][CH:21]=[CH:22][CH:23]=[C:24]2[N:16]([C:47]([CH:43]2[CH2:44][CH2:45][CH2:46][N:42]2[C:40]([O:39][CH2:32][C:10]2[CH:11]=[CH:12][CH:13]=[CH:14][CH:15]=2)=[O:41])=[O:49])[CH:17]=1)[CH2:26][C:27]([O:29][CH2:30][CH3:31])=[O:28])=[O:49])=[O:41])[C:33]1[CH:34]=[CH:35][CH:36]=[CH:37][CH:38]=1. (5) The product is: [Cl:14][C:11]1[CH:12]=[CH:13][C:8]2[CH2:7][O:24][C:15]3([CH2:20][CH2:19][CH2:18][N:17]4[CH:21]=[N:22][CH:23]=[C:16]34)[C:9]=2[CH:10]=1. Given the reactants C([SiH2]O[C:7](C)(C)[C:8]1[CH:13]=[CH:12][C:11]([Cl:14])=[CH:10][C:9]=1[C:15]1([OH:24])[CH2:20][CH2:19][CH2:18][N:17]2[CH:21]=[N:22][CH:23]=[C:16]12)(C)(C)C.C(=O)(O)[O-].[Na+], predict the reaction product. (6) Given the reactants [N+:1]([C:4]1[CH:9]=[CH:8][C:7]([C:10]2([C:16]#[N:17])[CH2:15][CH2:14][O:13][CH2:12][CH2:11]2)=[CH:6][CH:5]=1)([O-])=O, predict the reaction product. The product is: [NH2:1][C:4]1[CH:9]=[CH:8][C:7]([C:10]2([C:16]#[N:17])[CH2:15][CH2:14][O:13][CH2:12][CH2:11]2)=[CH:6][CH:5]=1. (7) Given the reactants [Cl:1][C:2]1[CH:3]=[C:4]([N:9]=[C:10]2[N:13]([C:14](=O)[CH2:15][N:16]3C(=O)C4C(=CC=CC=4)C3=O)CS2)[CH:5]=[C:6]([Cl:8])[CH:7]=1.[NH2:28][NH2:29], predict the reaction product. The product is: [NH2:16][CH2:15][C:14]1[N:13]=[C:10]([NH:9][C:4]2[CH:5]=[C:6]([Cl:8])[CH:7]=[C:2]([Cl:1])[CH:3]=2)[NH:28][N:29]=1. (8) Given the reactants [Cl:1][C:2]1[N:11]=[C:10](Cl)[C:9]2[C:4](=[CH:5][CH:6]=[CH:7][CH:8]=2)[N:3]=1.[C:13]([O:17][C:18]([N:20]1[CH2:25][C@@H:24]2[CH2:26][C@H:21]1[CH2:22][NH:23]2)=[O:19])([CH3:16])([CH3:15])[CH3:14], predict the reaction product. The product is: [C:13]([O:17][C:18]([N:20]1[CH2:25][C@@H:24]2[CH2:26][C@H:21]1[CH2:22][N:23]2[C:10]1[C:9]2[C:4](=[CH:5][CH:6]=[CH:7][CH:8]=2)[N:3]=[C:2]([Cl:1])[N:11]=1)=[O:19])([CH3:16])([CH3:14])[CH3:15]. (9) Given the reactants [CH2:1]([NH:3][C:4]1[CH:15]=[CH:14][C:7]([NH:8][C:9](=[O:13])[CH2:10][O:11][CH3:12])=[CH:6][C:5]=1[N+:16]([O-])=O)[CH3:2].C1(C)C=CC(S([O-])(=O)=O)=CC=1.[CH2:30]([N:37]1[C:41](=[O:42])[C:40](=[C:43]2[N:47]([CH3:48])[C:46]3[CH:49]=[CH:50][CH:51]=[CH:52][C:45]=3[S:44]2)[S:39][CH2+:38]1SC)[C:31]1[CH:36]=[CH:35][CH:34]=[CH:33][CH:32]=1, predict the reaction product. The product is: [CH2:30]([N:37]1[C:41](=[O:42])[C:40](=[C:43]2[N:47]([CH3:48])[C:46]3[CH:49]=[CH:50][CH:51]=[CH:52][C:45]=3[S:44]2)[S:39][C:38]1=[N:16][C:5]1[CH:6]=[C:7]([NH:8][C:9](=[O:13])[CH2:10][O:11][CH3:12])[CH:14]=[CH:15][C:4]=1[NH:3][CH2:1][CH3:2])[C:31]1[CH:32]=[CH:33][CH:34]=[CH:35][CH:36]=1. (10) Given the reactants C(P1(=O)OP(CCC)(=O)OP(CCC)(=O)O1)CC.[NH2:19][C:20]1[N:25]=[C:24]([CH3:26])[C:23]([CH2:27][C:28]2[CH:33]=[CH:32][C:31]([CH2:34][C:35]([OH:37])=[O:36])=[CH:30][CH:29]=2)=[C:22]([NH:38][CH2:39][CH2:40][CH2:41][CH2:42][CH3:43])[N:21]=1.[CH3:44][N:45]([CH3:49])[CH2:46][CH2:47]O, predict the reaction product. The product is: [NH2:19][C:20]1[N:25]=[C:24]([CH3:26])[C:23]([CH2:27][C:28]2[CH:29]=[CH:30][C:31]([CH2:34][C:35]([O:37][CH2:47][CH2:46][N:45]([CH3:49])[CH3:44])=[O:36])=[CH:32][CH:33]=2)=[C:22]([NH:38][CH2:39][CH2:40][CH2:41][CH2:42][CH3:43])[N:21]=1.